This data is from Full USPTO retrosynthesis dataset with 1.9M reactions from patents (1976-2016). The task is: Predict the reactants needed to synthesize the given product. (1) Given the product [NH2:16][C:15]1[N:11]([C:9]2[CH:8]=[C:7]([NH:24][C:25]3[CH:30]=[CH:29][CH:28]=[CH:27][CH:26]=3)[NH:6][C:5](=[O:31])[N:10]=2)[N:12]=[C:13]([NH:17][C:18]2[CH:23]=[CH:22][CH:21]=[CH:20][CH:19]=2)[N:14]=1, predict the reactants needed to synthesize it. The reactants are: CS([C:5]1[N:10]=[C:9]([N:11]2[C:15]([NH2:16])=[N:14][C:13]([NH:17][C:18]3[CH:23]=[CH:22][CH:21]=[CH:20][CH:19]=3)=[N:12]2)[CH:8]=[C:7]([NH:24][C:25]2[CH:30]=[CH:29][CH:28]=[CH:27][CH:26]=2)[N:6]=1)(=O)=O.[OH-:31].[Na+]. (2) Given the product [NH2:2][C:1]([C:3]1[CH:28]=[CH:27][C:6]([O:7][CH2:8][CH2:9][CH2:10][O:11][C:12]2[CH:13]=[C:14]3[C:18](=[CH:19][CH:20]=2)[C@H:17]([CH2:21][C:22]([O:24][CH2:25][CH3:26])=[O:23])[CH2:16][CH2:15]3)=[C:5]([CH2:29][CH2:30][CH3:31])[CH:4]=1)=[S:32], predict the reactants needed to synthesize it. The reactants are: [C:1]([C:3]1[CH:28]=[CH:27][C:6]([O:7][CH2:8][CH2:9][CH2:10][O:11][C:12]2[CH:13]=[C:14]3[C:18](=[CH:19][CH:20]=2)[C@H:17]([CH2:21][C:22]([O:24][CH2:25][CH3:26])=[O:23])[CH2:16][CH2:15]3)=[C:5]([CH2:29][CH2:30][CH3:31])[CH:4]=1)#[N:2].[SH2:32].C(NCC)C.